Dataset: Full USPTO retrosynthesis dataset with 1.9M reactions from patents (1976-2016). Task: Predict the reactants needed to synthesize the given product. Given the product [CH2:12]1[C:21]2[C:16](=[CH:17][CH:18]=[CH:19][CH:20]=2)[CH2:15][CH2:14][N:13]1[CH2:22][CH:23]([OH:41])[CH2:24][NH:25][C:26]1[CH:31]=[C:30]([C:2]2[N:3]=[CH:4][C:5]3[CH:10]=[CH:9][N:8]([CH3:11])[C:6]=3[N:7]=2)[CH:29]=[CH:28][N:27]=1.[CH:42]([O-:44])=[O:43], predict the reactants needed to synthesize it. The reactants are: Cl[C:2]1[N:3]=[CH:4][C:5]2[CH:10]=[CH:9][N:8]([CH3:11])[C:6]=2[N:7]=1.[CH2:12]1[C:21]2[C:16](=[CH:17][CH:18]=[CH:19][CH:20]=2)[CH2:15][CH2:14][N:13]1[CH2:22][CH:23]([OH:41])[CH2:24][NH:25][C:26]1[CH:31]=[C:30](B2OC(C)(C)C(C)(C)O2)[CH:29]=[CH:28][N:27]=1.[C:42]([O-])([O-:44])=[O:43].[K+].[K+].